This data is from Catalyst prediction with 721,799 reactions and 888 catalyst types from USPTO. The task is: Predict which catalyst facilitates the given reaction. (1) Product: [N+:21]([C:18]1[O:17][C:16]([C:14]([N:11]2[CH2:12][CH2:13][NH:8][CH2:9][CH2:10]2)=[O:15])=[CH:20][CH:19]=1)([O-:23])=[O:22]. Reactant: C(OC([N:8]1[CH2:13][CH2:12][N:11]([C:14]([C:16]2[O:17][C:18]([N+:21]([O-:23])=[O:22])=[CH:19][CH:20]=2)=[O:15])[CH2:10][CH2:9]1)=O)(C)(C)C.C(Cl)(Cl)Cl. The catalyst class is: 484. (2) The catalyst class is: 148. Product: [C:31]([O:30][C:28]([N:35]1[CH2:41][CH2:40][CH2:39][N:38]([C:2]2[N:3]=[CH:4][C:5]([C:8]([NH:10][C:11]3[CH:26]=[CH:25][C:24]([F:27])=[CH:23][C:12]=3[C:13]([NH:15][C:16]3[CH:21]=[CH:20][C:19]([Cl:22])=[CH:18][N:17]=3)=[O:14])=[O:9])=[N:6][CH:7]=2)[CH2:37][CH2:36]1)=[O:29])([CH3:34])([CH3:32])[CH3:33]. Reactant: Cl[C:2]1[N:3]=[CH:4][C:5]([C:8]([NH:10][C:11]2[CH:26]=[CH:25][C:24]([F:27])=[CH:23][C:12]=2[C:13]([NH:15][C:16]2[CH:21]=[CH:20][C:19]([Cl:22])=[CH:18][N:17]=2)=[O:14])=[O:9])=[N:6][CH:7]=1.[C:28]([N:35]1[CH2:41][CH2:40][CH2:39][NH:38][CH2:37][CH2:36]1)([O:30][C:31]([CH3:34])([CH3:33])[CH3:32])=[O:29].N1C=CC=CC=1.CCOCC. (3) Reactant: N[CH2:2][C:3]1[C:4]([CH3:24])=[N:5][C:6]2[N:7]([N:17]=[C:18]([C:20]([O:22][CH3:23])=[O:21])[N:19]=2)[C:8]=1[C:9]1[CH:14]=[CH:13][C:12]([Cl:15])=[CH:11][C:10]=1[Cl:16].[O:25](C(OC(C)(C)C)=O)[C:26]([O:28][C:29]([CH3:32])([CH3:31])[CH3:30])=O.CCN(CC)CC. Product: [C:29]([O:28][C:26]([CH2:2][C:3]1[C:4]([CH3:24])=[N:5][C:6]2[N:7]([N:17]=[C:18]([C:20]([O:22][CH3:23])=[O:21])[N:19]=2)[C:8]=1[C:9]1[CH:14]=[CH:13][C:12]([Cl:15])=[CH:11][C:10]=1[Cl:16])=[O:25])([CH3:32])([CH3:31])[CH3:30]. The catalyst class is: 1. (4) Reactant: [CH3:1][O:2][C:3](=[O:11])[CH2:4][CH2:5][CH2:6][CH2:7][C:8]([OH:10])=[O:9].C1N=CN(C(N2C=NC=C2)=O)C=1.[C:24](O)([CH3:27])([CH3:26])[CH3:25].C1CCN2C(=NCCC2)CC1. Product: [CH3:1][O:2][C:3](=[O:11])[CH2:4][CH2:5][CH2:6][CH2:7][C:8]([O:10][C:24]([CH3:27])([CH3:26])[CH3:25])=[O:9]. The catalyst class is: 215. (5) Reactant: O=O.[CH2:3]([N:10]1[CH2:14][C:13]([C:15]2[CH:20]=[CH:19][C:18]([Cl:21])=[C:17]([Cl:22])[CH:16]=2)=[C:12]([C:23]([OH:25])=[O:24])[CH2:11]1)[C:4]1[CH:9]=[CH:8][CH:7]=[CH:6][CH:5]=1.[H][H]. Product: [CH2:3]([N:10]1[CH2:14][C@H:13]([C:15]2[CH:20]=[CH:19][C:18]([Cl:21])=[C:17]([Cl:22])[CH:16]=2)[C@H:12]([C:23]([OH:25])=[O:24])[CH2:11]1)[C:4]1[CH:9]=[CH:8][CH:7]=[CH:6][CH:5]=1. The catalyst class is: 5. (6) Reactant: [F:1][C:2]([F:17])([F:16])[C:3]([NH:6][C:7]1[N:15]=[CH:14][CH:13]=[CH:12][C:8]=1[C:9]([OH:11])=O)([CH3:5])[CH3:4].CCN=C=NCCCN(C)C.C1C=CC2N(O)N=NC=2C=1.CCN(C(C)C)C(C)C.[CH3:48][C:49]([NH2:53])([C:51]#[CH:52])[CH3:50]. Product: [CH3:48][C:49]([NH:53][C:9](=[O:11])[C:8]1[CH:12]=[CH:13][CH:14]=[N:15][C:7]=1[NH:6][C:3]([CH3:4])([CH3:5])[C:2]([F:1])([F:17])[F:16])([C:51]#[CH:52])[CH3:50]. The catalyst class is: 2. (7) Product: [CH3:16][O:15][C:4]1[CH:3]=[C:2]([N:24]2[CH:25]=[CH:26][N:27]=[C:23]2[CH:20]2[CH2:21][CH2:22][O:17][CH2:18][CH2:19]2)[C:11]([N+:12]([O-:14])=[O:13])=[CH:10][C:5]=1[C:6]([O:8][CH3:9])=[O:7]. Reactant: F[C:2]1[C:11]([N+:12]([O-:14])=[O:13])=[CH:10][C:5]([C:6]([O:8][CH3:9])=[O:7])=[C:4]([O:15][CH3:16])[CH:3]=1.[O:17]1[CH2:22][CH2:21][CH:20]([C:23]2[NH:24][CH:25]=[CH:26][N:27]=2)[CH2:19][CH2:18]1.C(N1CCCC1=O)C.C(=O)([O-])[O-].[K+].[K+]. The catalyst class is: 84. (8) Reactant: Cl[C:2]1[N:7]=[C:6]([NH:8][CH:9]2[CH2:26][CH2:25][C:12]3([CH2:17][CH2:16][N:15]([C:18]([O:20][C:21]([CH3:24])([CH3:23])[CH3:22])=[O:19])[CH2:14][CH2:13]3)[CH2:11][CH2:10]2)[C:5]([Cl:27])=[CH:4][N:3]=1.[CH:28]1([CH2:31][N:32]2[CH:36]=[C:35]([NH2:37])[CH:34]=[N:33]2)[CH2:30][CH2:29]1.FC(F)(F)C(O)=O. Product: [Cl:27][C:5]1[C:6]([NH:8][CH:9]2[CH2:10][CH2:11][C:12]3([CH2:17][CH2:16][N:15]([C:18]([O:20][C:21]([CH3:22])([CH3:24])[CH3:23])=[O:19])[CH2:14][CH2:13]3)[CH2:25][CH2:26]2)=[N:7][C:2]([NH:37][C:35]2[CH:34]=[N:33][N:32]([CH2:31][CH:28]3[CH2:30][CH2:29]3)[CH:36]=2)=[N:3][CH:4]=1. The catalyst class is: 12.